From a dataset of Full USPTO retrosynthesis dataset with 1.9M reactions from patents (1976-2016). Predict the reactants needed to synthesize the given product. (1) The reactants are: [C:1]1([S:7]([C:10]2[CH:11]=[N:12][C:13]3[C:18]([CH:19]=2)=[CH:17][CH:16]=[CH:15][C:14]=3[CH:20]2[CH2:23][N:22](C(OC(C)(C)C)=O)[CH2:21]2)(=[O:9])=[O:8])[CH:6]=[CH:5][CH:4]=[CH:3][CH:2]=1.[ClH:31]. Given the product [ClH:31].[NH:22]1[CH2:23][CH:20]([C:14]2[CH:15]=[CH:16][CH:17]=[C:18]3[C:13]=2[N:12]=[CH:11][C:10]([S:7]([C:1]2[CH:2]=[CH:3][CH:4]=[CH:5][CH:6]=2)(=[O:9])=[O:8])=[CH:19]3)[CH2:21]1, predict the reactants needed to synthesize it. (2) Given the product [O:25]1[CH:29]=[CH:28][CH:27]=[C:26]1[C:30]1[CH:36]=[CH:35][C:33]([NH:34][C:13]([CH:14]2[C:15]3[C:16](=[CH:20][CH:21]=[CH:22][CH:23]=3)[C:17](=[O:19])[N:12]([CH2:11][CH2:10][O:9][CH3:8])[CH:6]2[C:2]2[S:1][CH:5]=[CH:4][CH:3]=2)=[O:24])=[CH:32][CH:31]=1, predict the reactants needed to synthesize it. The reactants are: [S:1]1[CH:5]=[CH:4][CH:3]=[C:2]1[CH:6]=O.[CH3:8][O:9][CH2:10][CH2:11][NH2:12].[C:13]1(=[O:24])[O:19][C:17](=O)[C:16]2=[CH:20][CH:21]=[CH:22][CH:23]=[C:15]2[CH2:14]1.[O:25]1[CH:29]=[CH:28][CH:27]=[C:26]1[C:30]1[CH:36]=[CH:35][C:33]([NH2:34])=[CH:32][CH:31]=1. (3) Given the product [CH3:24][O:23][C:20]1[CH:19]=[CH:18][C:17]([N:13]2[C:8]3[N:9]=[C:10]([CH3:12])[CH:11]=[C:6]([C:4]([OH:5])=[O:3])[C:7]=3[C:15]([CH3:16])=[N:14]2)=[CH:22][CH:21]=1, predict the reactants needed to synthesize it. The reactants are: C([O:3][C:4]([C:6]1[C:7]2[C:15]([CH3:16])=[N:14][N:13]([C:17]3[CH:22]=[CH:21][C:20]([O:23][CH3:24])=[CH:19][CH:18]=3)[C:8]=2[N:9]=[C:10]([CH3:12])[CH:11]=1)=[O:5])C.O[Li].O. (4) Given the product [CH3:1][C:2]1[CH:11]=[CH:10][C:5]2[N:6]([CH2:36][C:27]([OH:26])=[O:42])[C:7](=[N:9][C:17](=[O:18])[C:16]3[CH:20]=[CH:21][CH:22]=[C:14]([C:13]([F:24])([F:23])[F:12])[CH:15]=3)[S:8][C:4]=2[CH:3]=1, predict the reactants needed to synthesize it. The reactants are: [CH3:1][C:2]1[CH:11]=[CH:10][C:5]2[N:6]=[C:7]([NH2:9])[S:8][C:4]=2[CH:3]=1.[F:12][C:13]([F:24])([F:23])[C:14]1[CH:15]=[C:16]([CH:20]=[CH:21][CH:22]=1)[C:17](Cl)=[O:18].C[O:26][C:27]1[CH:36]=CC2N=C(N)SC=2C=1.ClC1C=C(C=CC=1)C(Cl)=[O:42]. (5) Given the product [CH3:19][O:20][C:21]1[CH:26]=[CH:25][C:24]([S:27]([NH2:30])(=[O:29])=[O:28])=[CH:23][C:22]=1[NH:31][C:32]1[S:33][CH:2]=[C:3]([C:5]2[CH:6]=[N:7][C:8]([N:11]3[CH2:16][CH2:15][N:14]([CH3:17])[CH2:13][CH2:12]3)=[CH:9][CH:10]=2)[N:34]=1, predict the reactants needed to synthesize it. The reactants are: Br[CH2:2][C:3]([C:5]1[CH:6]=[N:7][C:8]([N:11]2[CH2:16][CH2:15][N:14]([CH3:17])[CH2:13][CH2:12]2)=[CH:9][CH:10]=1)=O.Br.[CH3:19][O:20][C:21]1[CH:26]=[CH:25][C:24]([S:27]([NH2:30])(=[O:29])=[O:28])=[CH:23][C:22]=1[NH:31][C:32]([NH2:34])=[S:33].N. (6) The reactants are: [F:1][C:2]1[N:7]=[C:6]([C:8]#[N:9])[CH:5]=[C:4]([C:10]2[CH:11]=[N:12][C:13]([C:16]([F:19])([F:18])[F:17])=[CH:14][CH:15]=2)[CH:3]=1.[ClH:20]. Given the product [ClH:20].[F:1][C:2]1[N:7]=[C:6]([CH2:8][NH2:9])[CH:5]=[C:4]([C:10]2[CH:11]=[N:12][C:13]([C:16]([F:17])([F:18])[F:19])=[CH:14][CH:15]=2)[CH:3]=1, predict the reactants needed to synthesize it. (7) Given the product [Cl:1][C:2]1[CH:7]=[C:6]([Cl:8])[C:5]([Cl:9])=[CH:4][C:3]=1[O:10][CH2:25][CH2:24][CH2:23][CH2:22][CH2:21][C:20]([OH:27])=[O:19], predict the reactants needed to synthesize it. The reactants are: [Cl:1][C:2]1[CH:7]=[C:6]([Cl:8])[C:5]([Cl:9])=[CH:4][C:3]=1[OH:10].C(=O)([O-])[O-].[K+].[K+].C([O:19][C:20](=[O:27])[CH2:21][CH2:22][CH2:23][CH2:24][CH2:25]Br)C.